Dataset: Forward reaction prediction with 1.9M reactions from USPTO patents (1976-2016). Task: Predict the product of the given reaction. (1) Given the reactants [Br:1][C:2]1[CH:3]=[C:4]([CH3:9])[CH:5]=[C:6]([CH3:8])[CH:7]=1.[Br:10]N1C(=O)CCC1=O.C(OOC(=O)C1C=CC=CC=1)(C)(C)C, predict the reaction product. The product is: [Br:1][C:2]1[CH:7]=[C:6]([CH3:8])[CH:5]=[C:4]([CH2:9][Br:10])[CH:3]=1. (2) Given the reactants [Cl:1][C:2]1[CH:3]=[N:4][N:5]([CH3:16])[C:6]=1[C:7]1[CH:8]=[C:9]([C:13]([OH:15])=O)[O:10][C:11]=1[CH3:12].[NH2:17][C@@H:18]([CH2:31][C:32]1[CH:37]=[CH:36][C:35]([F:38])=[C:34]([F:39])[CH:33]=1)[CH2:19][N:20]1[C:28](=[O:29])[C:27]2[C:22](=[CH:23][CH:24]=[CH:25][CH:26]=2)[C:21]1=[O:30].C(N(CC)C(C)C)(C)C.F[P-](F)(F)(F)(F)F.Br[P+](N1CCCC1)(N1CCCC1)N1CCCC1, predict the reaction product. The product is: [Cl:1][C:2]1[CH:3]=[N:4][N:5]([CH3:16])[C:6]=1[C:7]1[CH:8]=[C:9]([C:13]([NH:17][C@H:18]([CH2:19][N:20]2[C:21](=[O:30])[C:22]3[C:27](=[CH:26][CH:25]=[CH:24][CH:23]=3)[C:28]2=[O:29])[CH2:31][C:32]2[CH:37]=[CH:36][C:35]([F:38])=[C:34]([F:39])[CH:33]=2)=[O:15])[O:10][C:11]=1[CH3:12]. (3) Given the reactants F[C:2]1[CH:7]=[CH:6][C:5]([N+:8]([O-:10])=[O:9])=[CH:4][CH:3]=1.[CH2:11]1[CH:15]2[CH2:16][NH:17][CH2:18][CH:14]2[CH2:13][O:12]1.C(=O)([O-])[O-].[K+].[K+], predict the reaction product. The product is: [N+:8]([C:5]1[CH:6]=[CH:7][C:2]([N:17]2[CH2:18][CH:14]3[CH2:13][O:12][CH2:11][CH:15]3[CH2:16]2)=[CH:3][CH:4]=1)([O-:10])=[O:9]. (4) Given the reactants [OH:1][C:2]1([CH3:10])[CH2:5][N:4]([S:6]([NH2:9])(=[O:8])=[O:7])[CH2:3]1.C1(P(C2CCCCC2)C2C=CC=CC=2C2C(C(C)C)=CC(C(C)C)=CC=2C(C)C)CCCCC1.C(=O)([O-])[O-].[Cs+].[Cs+].Cl[C:52]1[CH:57]=[C:56]([O:58][CH3:59])[N:55]=[C:54]([S:60][CH2:61][C:62]2[CH:67]=[CH:66][CH:65]=[C:64]([F:68])[C:63]=2[F:69])[N:53]=1.Cl, predict the reaction product. The product is: [F:69][C:63]1[C:64]([F:68])=[CH:65][CH:66]=[CH:67][C:62]=1[CH2:61][S:60][C:54]1[N:53]=[C:52]([NH:9][S:6]([N:4]2[CH2:5][C:2]([OH:1])([CH3:10])[CH2:3]2)(=[O:8])=[O:7])[CH:57]=[C:56]([O:58][CH3:59])[N:55]=1. (5) Given the reactants C[O:2][C:3](=[O:34])[C:4]1[CH:9]=[C:8]([CH2:10][NH:11][C:12]([C:14]2[C:15](=[O:32])[NH:16][C:17]3[C:22]([CH:23]=2)=[CH:21][CH:20]=[C:19]([O:24][CH3:25])[C:18]=3[O:26][CH2:27][CH2:28][CH2:29][CH2:30][CH3:31])=[O:13])[CH:7]=[CH:6][C:5]=1[OH:33].[OH-].[Na+].O.Cl, predict the reaction product. The product is: [OH:33][C:5]1[CH:6]=[CH:7][C:8]([CH2:10][NH:11][C:12]([C:14]2[C:15](=[O:32])[NH:16][C:17]3[C:22]([CH:23]=2)=[CH:21][CH:20]=[C:19]([O:24][CH3:25])[C:18]=3[O:26][CH2:27][CH2:28][CH2:29][CH2:30][CH3:31])=[O:13])=[CH:9][C:4]=1[C:3]([OH:34])=[O:2].